Dataset: Forward reaction prediction with 1.9M reactions from USPTO patents (1976-2016). Task: Predict the product of the given reaction. (1) Given the reactants [C:1]1([NH:7][S:8]([C:11]2[CH:16]=[CH:15][C:14]([CH:17]=[CH:18][C:19]([OH:21])=O)=[CH:13][CH:12]=2)(=[O:10])=[O:9])[CH:6]=[CH:5][CH:4]=[CH:3][CH:2]=1.[Cl:22]CCl, predict the reaction product. The product is: [C:1]1([NH:7][S:8]([C:11]2[CH:16]=[CH:15][C:14]([CH:17]=[CH:18][C:19]([Cl:22])=[O:21])=[CH:13][CH:12]=2)(=[O:10])=[O:9])[CH:6]=[CH:5][CH:4]=[CH:3][CH:2]=1. (2) Given the reactants [H-].[Na+].[F:3][C:4]1[C:9]([C:10]2[CH:15]=[CH:14][C:13]([O:16][C:17]([F:20])([F:19])[F:18])=[CH:12][CH:11]=2)=[CH:8][C:7]([CH2:21][N:22]([CH:30]([CH3:32])[CH3:31])[C:23]([C:25]2[N:26]=[CH:27][NH:28][CH:29]=2)=[O:24])=[CH:6][CH:5]=1.I[CH2:34][CH3:35].C(=O)(O)[O-].[Na+], predict the reaction product. The product is: [CH2:34]([N:28]1[CH:29]=[C:25]([C:23]([N:22]([CH2:21][C:7]2[CH:8]=[C:9]([C:10]3[CH:15]=[CH:14][C:13]([O:16][C:17]([F:18])([F:19])[F:20])=[CH:12][CH:11]=3)[C:4]([F:3])=[CH:5][CH:6]=2)[CH:30]([CH3:32])[CH3:31])=[O:24])[N:26]=[CH:27]1)[CH3:35]. (3) Given the reactants [CH2:1]([N:8]1[CH2:13][CH2:12][N:11]([C:14]2[C:19]([N+:20]([O-])=O)=[CH:18][CH:17]=[CH:16][N:15]=2)[CH:10]([CH2:23][C:24](OC)=[O:25])[CH2:9]1)[C:2]1[CH:7]=[CH:6][CH:5]=[CH:4][CH:3]=1.C[O-].[Na+], predict the reaction product. The product is: [CH2:1]([N:8]1[CH2:13][CH2:12][N:11]2[C:14]3[N:15]=[CH:16][CH:17]=[CH:18][C:19]=3[NH:20][C:24](=[O:25])[CH2:23][CH:10]2[CH2:9]1)[C:2]1[CH:3]=[CH:4][CH:5]=[CH:6][CH:7]=1. (4) Given the reactants Cl[C:2]1[N:7]=[N:6][CH:5]=[C:4]([C:8]2[N:9]=[N:10][CH:11]=[CH:12][C:13]=2[C:14]([F:17])([F:16])[F:15])[CH:3]=1.O.[NH2:19][NH2:20], predict the reaction product. The product is: [NH:19]([C:2]1[N:7]=[N:6][CH:5]=[C:4]([C:8]2[N:9]=[N:10][CH:11]=[CH:12][C:13]=2[C:14]([F:17])([F:16])[F:15])[CH:3]=1)[NH2:20]. (5) Given the reactants C([O-])([O-])=O.[K+].[K+].Cl[C:8]1[CH:13]=[CH:12][C:11]([N+:14]([O-:16])=[O:15])=[C:10]([CH:17]([O:20][CH3:21])[O:18][CH3:19])[CH:9]=1.[NH2:22][C:23]1[CH:24]=[C:25]([OH:29])[CH:26]=[CH:27][CH:28]=1, predict the reaction product. The product is: [CH3:19][O:18][CH:17]([O:20][CH3:21])[C:10]1[CH:9]=[C:8]([CH:13]=[CH:12][C:11]=1[N+:14]([O-:16])=[O:15])[O:29][C:25]1[CH:24]=[C:23]([NH2:22])[CH:28]=[CH:27][CH:26]=1. (6) Given the reactants [Cl:1][C:2]1[CH:3]=[C:4]([N:9]2[C:13](=[O:14])[C@@:12]3([C@H:18]([C:19]4[CH:26]=[CH:25][C:22]([C:23]#[N:24])=[CH:21][CH:20]=4)[CH2:17][NH:16][CH2:15]3)[N:11]([CH2:27][CH3:28])[C:10]2=[O:29])[CH:5]=[C:6]([Cl:8])[CH:7]=1.Cl[S:31]([C:34]1[CH:35]=[C:36]([CH:40]=[CH:41][CH:42]=1)[C:37]([OH:39])=[O:38])(=[O:33])=[O:32].CCN(C(C)C)C(C)C, predict the reaction product. The product is: [C:23]([C:22]1[CH:21]=[CH:20][C:19]([C@H:18]2[C@:12]3([N:11]([CH2:27][CH3:28])[C:10](=[O:29])[N:9]([C:4]4[CH:5]=[C:6]([Cl:8])[CH:7]=[C:2]([Cl:1])[CH:3]=4)[C:13]3=[O:14])[CH2:15][N:16]([S:31]([C:34]3[CH:35]=[C:36]([CH:40]=[CH:41][CH:42]=3)[C:37]([OH:39])=[O:38])(=[O:33])=[O:32])[CH2:17]2)=[CH:26][CH:25]=1)#[N:24]. (7) The product is: [Cl:1][C:15]1[C:14]2[C:18](=[CH:19][CH:20]=[C:12]([N+:9]([O-:11])=[O:10])[CH:13]=2)[NH:17][CH:16]=1. Given the reactants [Cl:1]N1C(=O)CCC1=O.[N+:9]([C:12]1[CH:13]=[C:14]2[C:18](=[CH:19][CH:20]=1)[NH:17][CH:16]=[CH:15]2)([O-:11])=[O:10].O, predict the reaction product. (8) Given the reactants [Cl:1][C:2]1[CH:3]=[C:4]2[C:9](=[CH:10][CH:11]=1)[N:8]=[C:7]([NH:12][C:13](=[O:17])OCC)[C:6]([O:18][CH3:19])=[N:5]2.[Cl:20][C:21]1[CH:26]=[CH:25][CH:24]=[CH:23][C:22]=1[N:27]1[CH2:32][CH2:31][NH:30][CH2:29][CH2:28]1, predict the reaction product. The product is: [Cl:1][C:2]1[CH:3]=[C:4]2[C:9](=[CH:10][CH:11]=1)[N:8]=[C:7]([NH:12][C:13]([N:30]1[CH2:29][CH2:28][N:27]([C:22]3[CH:23]=[CH:24][CH:25]=[CH:26][C:21]=3[Cl:20])[CH2:32][CH2:31]1)=[O:17])[C:6]([O:18][CH3:19])=[N:5]2.